This data is from Forward reaction prediction with 1.9M reactions from USPTO patents (1976-2016). The task is: Predict the product of the given reaction. Given the reactants Cl[C:2]1[CH:7]=[CH:6][C:5]([N+:8]([O-:10])=[O:9])=[CH:4][C:3]=1[Cl:11].[OH-].[Na+].[Cl:14][C:15]1[CH:20]=[CH:19][C:18]([CH2:21][C:22]#[N:23])=[CH:17][CH:16]=1.Cl, predict the reaction product. The product is: [Cl:11][C:3]1[CH:4]=[C:5]([N+:8]([O-:10])=[O:9])[CH:6]=[CH:7][C:2]=1[CH:21]([C:18]1[CH:19]=[CH:20][C:15]([Cl:14])=[CH:16][CH:17]=1)[C:22]#[N:23].